This data is from Full USPTO retrosynthesis dataset with 1.9M reactions from patents (1976-2016). The task is: Predict the reactants needed to synthesize the given product. (1) Given the product [C:29]([C:31]1[CH:32]=[C:33]([C:34]2[N:6]([CH2:5][CH2:4][CH2:3][O:2][CH3:1])[C:7]3=[N:12][C:11]([C:13]([O:15][CH2:16][CH3:17])=[O:14])=[CH:10][CH:9]=[C:8]3[N:18]=2)[CH:39]=[CH:40][CH:41]=1)#[N:30], predict the reactants needed to synthesize it. The reactants are: [CH3:1][O:2][CH2:3][CH2:4][CH2:5][NH:6][C:7]1[N:12]=[C:11]([C:13]([O:15][CH2:16][CH3:17])=[O:14])[CH:10]=[CH:9][C:8]=1[N+:18]([O-])=O.S(S([O-])=O)([O-])=O.[Na+].[Na+].[C:29]([C:31]1[CH:32]=[C:33]([CH:39]=[CH:40][CH:41]=1)[C:34](N=C=S)=O)#[N:30].C(Cl)CCl.C(N(CC)CC)C. (2) Given the product [S:18]1[CH:19]=[CH:20][N:21]=[C:17]1[C:2]1[N:7]=[C:6]([C:8]([O:10][CH3:11])=[O:9])[CH:5]=[CH:4][CH:3]=1, predict the reactants needed to synthesize it. The reactants are: Br[C:2]1[N:7]=[C:6]([C:8]([O:10][CH3:11])=[O:9])[CH:5]=[CH:4][CH:3]=1.C([Sn](CCCC)(CCCC)[C:17]1[S:18][CH:19]=[CH:20][N:21]=1)CCC.O.CCOC(C)=O.